Dataset: Full USPTO retrosynthesis dataset with 1.9M reactions from patents (1976-2016). Task: Predict the reactants needed to synthesize the given product. (1) Given the product [CH:12]1[C:7]2[CH2:6][CH2:5][CH2:4][CH:3]=[CH:2][C:8]=2[CH:9]=[CH:10][C:11]=1[N:13]1[CH2:17][C@H:16]([CH2:18][NH:19][C:20](=[O:22])[CH3:21])[O:15][C:14]1=[O:23], predict the reactants needed to synthesize it. The reactants are: O[CH:2]1[C:8]2[CH:9]=[CH:10][C:11]([N:13]3[CH2:17][C@H:16]([CH2:18][NH:19][C:20](=[O:22])[CH3:21])[O:15][C:14]3=[O:23])=[CH:12][C:7]=2[CH2:6][CH2:5][CH2:4][CH2:3]1.C1(C)C=CC(S(O)(=O)=O)=CC=1.O. (2) Given the product [C:36]([O:23][C:6]1[C:7]([CH2:9][N:10]([CH3:22])[CH2:11][CH2:12][C:13]2[CH:18]=[CH:17][C:16]([N+:19]([O-:21])=[O:20])=[CH:15][CH:14]=2)=[CH:8][C:3]([N:2]([CH3:1])[CH3:26])=[CH:4][C:5]=1[O:24][CH3:25])(=[O:38])[CH3:37], predict the reactants needed to synthesize it. The reactants are: [CH3:1][N:2]([CH3:26])[C:3]1[CH:8]=[C:7]([CH2:9][N:10]([CH3:22])[CH2:11][CH2:12][C:13]2[CH:18]=[CH:17][C:16]([N+:19]([O-:21])=[O:20])=[CH:15][CH:14]=2)[C:6]([OH:23])=[C:5]([O:24][CH3:25])[CH:4]=1.C(N(C(C)C)CC)(C)C.[C:36](Cl)(=[O:38])[CH3:37]. (3) Given the product [NH:12]1[C:13](=[O:23])[CH2:14][CH2:15][C:10]2([C:5]3[C:6](=[CH:7][CH:2]=[CH:3][CH:4]=3)[NH:8][C:9]2=[O:36])[CH2:11]1, predict the reactants needed to synthesize it. The reactants are: Cl[C:2]1[CH:7]=[C:6]2[NH:8][C:9](=[O:36])[C:10]3([CH:15](C4C=CC=C(Cl)C=4)[CH2:14][C:13](=[O:23])[N:12](CC(F)=O)[CH:11]3C3C=C(F)C=CC=3C)[C:5]2=[CH:4][CH:3]=1.CN1CCC(N)CC1.CN1CCOCC1. (4) Given the product [Br:16][C:17]1[CH:22]=[C:21]([CH3:23])[N:20]=[C:19]([C:24]2[CH2:27][CH2:26][C:2]3([CH2:6][CH2:5][N:4]([CH2:7][O:8][CH2:9][CH2:10][Si:11]([CH3:12])([CH3:14])[CH3:13])[C:3]3=[O:15])[N:1]=2)[CH:18]=1, predict the reactants needed to synthesize it. The reactants are: [NH2:1][CH:2]1[CH2:6][CH2:5][N:4]([CH2:7][O:8][CH2:9][CH2:10][Si:11]([CH3:14])([CH3:13])[CH3:12])[C:3]1=[O:15].[Br:16][C:17]1[CH:22]=[C:21]([CH3:23])[N:20]=[C:19]([CH:24]=O)[CH:18]=1.[CH:26](S(C1C=CC=CC=1)(=O)=O)=[CH2:27].C1CCN2C(=NCCC2)CC1.CC(C)([O-])C.[K+].C1COCC1.C(O)(=O)C. (5) Given the product [C:24]1([C:47]2[CH:48]=[CH:49][CH:50]=[CH:51][CH:52]=2)[CH:29]=[CH:28][CH:27]=[C:26]([C:30]2[CH:31]=[CH:32][C:33]3[C:44]4=[C:45]5[C:40](=[CH:39][CH:38]=[C:37]([B:10]6[O:11][C:12]([CH3:17])([CH3:18])[C:13]([CH3:15])([CH3:16])[O:14]6)[C:36]5=[CH:35][CH:34]=3)[CH:41]=[CH:42][C:43]=24)[CH:25]=1, predict the reactants needed to synthesize it. The reactants are: [B:10]1([B:10]2[O:14][C:13]([CH3:16])([CH3:15])[C:12]([CH3:18])([CH3:17])[O:11]2)[O:14][C:13]([CH3:16])([CH3:15])[C:12]([CH3:18])([CH3:17])[O:11]1.CC([O-])=O.[K+].[C:24]1([C:47]2[CH:52]=[CH:51][CH:50]=[CH:49][CH:48]=2)[CH:29]=[CH:28][CH:27]=[C:26]([C:30]2[C:43]3[C:44]4=[C:45]5[C:40](=[CH:41][CH:42]=3)[CH:39]=[CH:38][C:37](Br)=[C:36]5[CH:35]=[CH:34][C:33]4=[CH:32][CH:31]=2)[CH:25]=1.C(Cl)Cl. (6) Given the product [C:15]([O:3][C:2]1[C:1]([O:8][CH3:9])=[CH:7][CH:6]=[CH:5][CH:4]=1)(=[O:14])[CH:16]([CH2:18][OH:19])[OH:17], predict the reactants needed to synthesize it. The reactants are: [C:1]1([O:8][CH3:9])[C:2](=[CH:4][CH:5]=[CH:6][CH:7]=1)[OH:3].C(=O)(O)O.[OH:14][CH2:15][CH:16]([CH2:18][OH:19])[OH:17].C(=O)([O-])[O-].[K+].[K+]. (7) The reactants are: [CH2:1]([CH:6]1[CH2:11][CH2:10][CH:9]([OH:12])[CH2:8][CH2:7]1)[CH2:2][CH2:3][CH2:4][CH3:5].S(OC)(O[CH3:17])(=O)=O. Given the product [CH3:17][O:12][CH:9]1[CH2:8][CH2:7][CH:6]([CH2:1][CH2:2][CH2:3][CH2:4][CH3:5])[CH2:11][CH2:10]1, predict the reactants needed to synthesize it.